From a dataset of TCR-epitope binding with 47,182 pairs between 192 epitopes and 23,139 TCRs. Binary Classification. Given a T-cell receptor sequence (or CDR3 region) and an epitope sequence, predict whether binding occurs between them. (1) The epitope is ILKEPVHGV. The TCR CDR3 sequence is CASSYGQGMKTQYF. Result: 0 (the TCR does not bind to the epitope). (2) The epitope is FLASKIGRLV. The TCR CDR3 sequence is CASSDPYNEQFF. Result: 0 (the TCR does not bind to the epitope).